From a dataset of Full USPTO retrosynthesis dataset with 1.9M reactions from patents (1976-2016). Predict the reactants needed to synthesize the given product. (1) Given the product [S:29]([OH:31])(=[O:2])(=[O:30])[CH3:28].[O:11]1[C:12]2[C:7](=[CH:6][CH:5]=[CH:14][CH:13]=2)[CH2:8][CH2:9][CH2:10]1, predict the reactants needed to synthesize it. The reactants are: C[O:2]CO[C:5]1[C:6](CCN)=[C:7]2[C:12](=[C:13](C)[C:14]=1C)[O:11][C:10](C)(C)[CH2:9][CH2:8]2.N1C=CC=CC=1.[CH3:28][S:29](Cl)(=[O:31])=[O:30]. (2) Given the product [F:9][C:4]1[CH:3]=[C:2]([N:18]2[C:17](=[O:32])[C:16]([O:15][C:14]3[CH:33]=[CH:34][C:11]([F:10])=[CH:12][CH:13]=3)=[C:21]([C:22]3[CH:27]=[CH:26][C:25]([S:28]([CH3:31])(=[O:29])=[O:30])=[CH:24][CH:23]=3)[CH:20]=[N:19]2)[CH:7]=[CH:6][C:5]=1[F:8], predict the reactants needed to synthesize it. The reactants are: Br[C:2]1[CH:7]=[CH:6][C:5]([F:8])=[C:4]([F:9])[CH:3]=1.[F:10][C:11]1[CH:34]=[CH:33][C:14]([O:15][C:16]2[C:17](=[O:32])[NH:18][N:19]=[CH:20][C:21]=2[C:22]2[CH:27]=[CH:26][C:25]([S:28]([CH3:31])(=[O:30])=[O:29])=[CH:24][CH:23]=2)=[CH:13][CH:12]=1.N. (3) Given the product [CH3:21][C:14]([S:13][C:12]1[NH:11][N:10]=[N:9][N:8]=1)([CH3:20])[C:15]([O:17][CH2:18][CH3:19])=[O:16], predict the reactants needed to synthesize it. The reactants are: COC1C=CC(C[N:8]2[C:12]([S:13][C:14]([CH3:21])([CH3:20])[C:15]([O:17][CH2:18][CH3:19])=[O:16])=[N:11][N:10]=[N:9]2)=CC=1. (4) Given the product [CH2:45]([NH:41][CH2:34][CH2:20][N:10]1[CH:9]([CH2:1][C:2]2[CH:7]=[CH:6][CH:5]=[CH:4][CH:3]=2)[CH2:18][C:17]2[C:12](=[CH:13][C:14]([F:19])=[CH:15][CH:16]=2)[CH2:11]1)[C:46]1[CH:51]=[CH:50][CH:49]=[CH:48][CH:47]=1, predict the reactants needed to synthesize it. The reactants are: [C:1]([CH:9]1[CH2:18][C:17]2[C:12](=[CH:13][C:14]([F:19])=[CH:15][CH:16]=2)[CH2:11][N:10]1[C:20](OC)=O)(=O)[C:2]1[CH:7]=[CH:6][CH:5]=[CH:4][CH:3]=1.Cl.[OH-].[Na+].Cl.C(OCC)(=O)C.[C:34]([N:41]([CH2:45][C:46]1[CH:51]=[CH:50][CH:49]=[CH:48][CH:47]=1)CCO)(OC(C)(C)C)=O.C(O[BH-](OC(=O)C)OC(=O)C)(=O)C.[Na+].C(=O)(O)[O-].[Na+]. (5) Given the product [F:1][C:2]1[CH:27]=[C:26]([F:28])[CH:25]=[CH:24][C:3]=1[CH2:4][N:5]1[C:14]([C:15]2[CH:16]=[CH:17][C:18]([O:21][C:29]3[CH:34]=[CH:33][CH:32]=[CH:31][CH:30]=3)=[CH:19][CH:20]=2)=[CH:13][C:12]2[C:7](=[CH:8][C:9]([F:22])=[CH:10][CH:11]=2)[C:6]1=[O:23], predict the reactants needed to synthesize it. The reactants are: [F:1][C:2]1[CH:27]=[C:26]([F:28])[CH:25]=[CH:24][C:3]=1[CH2:4][N:5]1[C:14]([C:15]2[CH:20]=[CH:19][C:18]([OH:21])=[CH:17][CH:16]=2)=[CH:13][C:12]2[C:7](=[CH:8][C:9]([F:22])=[CH:10][CH:11]=2)[C:6]1=[O:23].[C:29]1(B(O)O)[CH:34]=[CH:33][CH:32]=[CH:31][CH:30]=1.C(N(CC)CC)C.